This data is from Full USPTO retrosynthesis dataset with 1.9M reactions from patents (1976-2016). The task is: Predict the reactants needed to synthesize the given product. (1) Given the product [Br:1][CH:9]([CH3:10])[C:8]([C:3]1[CH:4]=[CH:5][CH:6]=[CH:7][N:2]=1)=[O:11], predict the reactants needed to synthesize it. The reactants are: [BrH:1].[N:2]1[CH:7]=[CH:6][CH:5]=[CH:4][C:3]=1[C:8](=[O:11])[CH2:9][CH3:10].BrBr. (2) Given the product [CH3:8][C:6]1[CH:7]=[C:2]([OH:1])[C:3](=[CH:4][CH:5]=1)[OH:9], predict the reactants needed to synthesize it. The reactants are: [OH:1][CH:2]1[CH2:7][CH:6]([CH3:8])[CH2:5][CH2:4][C:3]1=[O:9].OC1CCC(C)CC1=O.CC1CCC(O)C(O)C1. (3) Given the product [CH3:32][O:33][C:2]1[CH:11]=[C:10]([C:12]2[N:17]=[C:16]3[N:18]([CH2:21][C:22]4[CH:23]=[C:24]5[C:29](=[CH:30][CH:31]=4)[N:28]=[CH:27][CH:26]=[CH:25]5)[N:19]=[N:20][C:15]3=[CH:14][CH:13]=2)[CH:9]=[CH:8][CH:3]=1, predict the reactants needed to synthesize it. The reactants are: F[C:2]1[CH:11]=[C:10]([C:12]2[N:17]=[C:16]3[N:18]([CH2:21][C:22]4[CH:23]=[C:24]5[C:29](=[CH:30][CH:31]=4)[N:28]=[CH:27][CH:26]=[CH:25]5)[N:19]=[N:20][C:15]3=[CH:14][CH:13]=2)[CH:9]=[CH:8][C:3]=1C(NC)=O.[CH3:32][O:33]C1C=C(B(O)O)C=CC=1.C(=O)([O-])[O-].[K+].[K+].O1CCOCC1. (4) Given the product [CH3:1][O:2][C:3]([C:5]1[S:6][C:7]([C:11]#[C:12][C:13]([CH3:16])([CH3:15])[CH3:14])=[CH:8][C:9]=1[NH:10][C:24]([C@H:21]1[CH2:22][CH2:23][C@H:18]([CH3:17])[CH2:19][CH2:20]1)=[O:25])=[O:4], predict the reactants needed to synthesize it. The reactants are: [CH3:1][O:2][C:3]([C:5]1[S:6][C:7]([C:11]#[C:12][C:13]([CH3:16])([CH3:15])[CH3:14])=[CH:8][C:9]=1[NH2:10])=[O:4].[CH3:17][C@H:18]1[CH2:23][CH2:22][C@H:21]([C:24](Cl)=[O:25])[CH2:20][CH2:19]1. (5) Given the product [CH3:3][N:2]([CH3:1])[CH2:4][C:5]1([C:11]2[CH:16]=[CH:15][CH:14]=[C:13]([O:17][CH2:19][CH2:20][CH2:21][N:22]3[CH2:26][CH2:25][CH2:24][CH2:23]3)[CH:12]=2)[CH2:10][CH2:9][O:8][CH2:7][CH2:6]1, predict the reactants needed to synthesize it. The reactants are: [CH3:1][N:2]([CH2:4][C:5]1([C:11]2[CH:12]=[C:13]([OH:17])[CH:14]=[CH:15][CH:16]=2)[CH2:10][CH2:9][O:8][CH2:7][CH2:6]1)[CH3:3].Cl[CH2:19][CH2:20][CH2:21][N:22]1[CH2:26][CH2:25][CH2:24][CH2:23]1. (6) Given the product [ClH:7].[Cl:7][C:8]1[CH:13]=[C:12]([Cl:14])[CH:11]=[CH:10][C:9]=1[CH2:15][CH2:16][CH2:17][O:18][C:19]1[C:20]2[N:21]([C:25]([CH2:29][OH:30])=[C:26]([CH3:28])[N:27]=2)[CH:22]=[CH:23][CH:24]=1, predict the reactants needed to synthesize it. The reactants are: [H-].[Al+3].[Li+].[H-].[H-].[H-].[Cl:7][C:8]1[CH:13]=[C:12]([Cl:14])[CH:11]=[CH:10][C:9]=1[CH2:15][CH2:16][CH2:17][O:18][C:19]1[C:20]2[N:21]([C:25]([C:29](OCC)=[O:30])=[C:26]([CH3:28])[N:27]=2)[CH:22]=[CH:23][CH:24]=1.S([O-])([O-])(=O)=O.[Na+].[Na+]. (7) Given the product [C:1]([C:3]1[C:11]2[C:6](=[CH:7][C:8]([C:12]([OH:14])=[O:13])=[CH:9][CH:10]=2)[NH:5][N:4]=1)#[N:2], predict the reactants needed to synthesize it. The reactants are: [C:1]([C:3]1[C:11]2[C:6](=[CH:7][C:8]([C:12]([O:14]C)=[O:13])=[CH:9][CH:10]=2)[NH:5][N:4]=1)#[N:2].[OH-].[Li+].